This data is from Peptide-MHC class I binding affinity with 185,985 pairs from IEDB/IMGT. The task is: Regression. Given a peptide amino acid sequence and an MHC pseudo amino acid sequence, predict their binding affinity value. This is MHC class I binding data. (1) The peptide sequence is YSKPWMAFF. The MHC is HLA-B08:01 with pseudo-sequence HLA-B08:01. The binding affinity (normalized) is 0.0847. (2) The peptide sequence is KFLWEWASAR. The MHC is Patr-A0301 with pseudo-sequence Patr-A0301. The binding affinity (normalized) is 0.0602. (3) The peptide sequence is VTTPARTAF. The MHC is HLA-B58:01 with pseudo-sequence HLA-B58:01. The binding affinity (normalized) is 0.353.